Dataset: TCR-epitope binding with 47,182 pairs between 192 epitopes and 23,139 TCRs. Task: Binary Classification. Given a T-cell receptor sequence (or CDR3 region) and an epitope sequence, predict whether binding occurs between them. (1) The epitope is FLASKIGRLV. The TCR CDR3 sequence is CASSHGGGFAYEQYF. Result: 0 (the TCR does not bind to the epitope). (2) The epitope is ILHCANFNV. The TCR CDR3 sequence is CASSSGGYEQYF. Result: 1 (the TCR binds to the epitope). (3) The epitope is FLLNKEMYL. The TCR CDR3 sequence is CASSPGAYGNTIYF. Result: 0 (the TCR does not bind to the epitope). (4) The epitope is IVTDFSVIK. The TCR CDR3 sequence is CASSQELAGGPIETQYF. Result: 0 (the TCR does not bind to the epitope). (5) The epitope is DPFRLLQNSQVFS. The TCR CDR3 sequence is CASSLRTYTGELFF. Result: 1 (the TCR binds to the epitope). (6) The epitope is TPINLVRDL. The TCR CDR3 sequence is CSVEWASGSSLNYEQYF. Result: 1 (the TCR binds to the epitope). (7) The epitope is GTSGSPIVNR. The TCR CDR3 sequence is CASSLGPDYEQYF. Result: 1 (the TCR binds to the epitope).